From a dataset of Forward reaction prediction with 1.9M reactions from USPTO patents (1976-2016). Predict the product of the given reaction. (1) Given the reactants [F:1][C:2]1([F:35])[O:6][C:5]2[CH:7]=[CH:8][C:9]([C:11]3([C:14]([NH:16][C:17]4[N:22]=[C:21]([C:23]5[CH:24]=[CH:25][C:26](=[O:33])[N:27]([CH2:29][C:30]([OH:32])=O)[CH:28]=5)[C:20]([CH3:34])=[CH:19][CH:18]=4)=[O:15])[CH2:13][CH2:12]3)=[CH:10][C:4]=2[O:3]1.[N:36]#[C:37][NH2:38].C(N(CC)CC)C.F[P-](F)(F)(F)(F)F.N1(OC(N(C)C)=[N+](C)C)C2N=CC=CC=2N=N1, predict the reaction product. The product is: [NH:38]([C:30](=[O:32])[CH2:29][N:27]1[C:26](=[O:33])[CH:25]=[CH:24][C:23]([C:21]2[N:22]=[C:17]([NH:16][C:14]([C:11]3([C:9]4[CH:8]=[CH:7][C:5]5[O:6][C:2]([F:35])([F:1])[O:3][C:4]=5[CH:10]=4)[CH2:13][CH2:12]3)=[O:15])[CH:18]=[CH:19][C:20]=2[CH3:34])=[CH:28]1)[C:37]#[N:36]. (2) Given the reactants Cl[C:2]1[CH:7]=[C:6]([NH:8][C:9]2[CH:14]=[CH:13][CH:12]=[CH:11][N:10]=2)[N:5]=[C:4]([S:15][C:16]2[CH:21]=[CH:20][C:19]([NH:22][C:23](=[O:29])[CH2:24][C:25]([F:28])([F:27])[F:26])=[CH:18][CH:17]=2)[N:3]=1.[F:30][C@H:31]1[CH2:35][CH2:34][NH:33][CH2:32]1.Cl.CCN(C(C)C)C(C)C, predict the reaction product. The product is: [F:27][C:25]([F:28])([F:26])[CH2:24][C:23]([NH:22][C:19]1[CH:20]=[CH:21][C:16]([S:15][C:4]2[N:3]=[C:2]([N:33]3[CH2:34][CH2:35][C@H:31]([F:30])[CH2:32]3)[CH:7]=[C:6]([NH:8][C:9]3[CH:14]=[CH:13][CH:12]=[CH:11][N:10]=3)[N:5]=2)=[CH:17][CH:18]=1)=[O:29]. (3) Given the reactants [C:1]([Si:5]([C:25]1[CH:30]=[CH:29][CH:28]=[CH:27][CH:26]=1)([C:19]1[CH:24]=[CH:23][CH:22]=[CH:21][CH:20]=1)[O:6][CH2:7][C:8]#[C:9][CH2:10][CH2:11][O:12]C1CCCCO1)([CH3:4])([CH3:3])[CH3:2].CC1C=CC(S([O-])(=O)=O)=CC=1.C1C=C[NH+]=CC=1, predict the reaction product. The product is: [C:1]([Si:5]([C:19]1[CH:24]=[CH:23][CH:22]=[CH:21][CH:20]=1)([C:25]1[CH:30]=[CH:29][CH:28]=[CH:27][CH:26]=1)[O:6][CH2:7][C:8]#[C:9][CH2:10][CH2:11][OH:12])([CH3:4])([CH3:2])[CH3:3]. (4) Given the reactants C(O[C:6]([N:8]1[CH2:11][CH:10]([NH:12][C:13]2[CH:14]=[CH:15][C:16]3[O:25][CH2:24][CH2:23][C:22]4[CH:21]=[C:20]([C:26]5[N:27]([C:31]6[CH:36]=[CH:35][C:34]([F:37])=[CH:33][C:32]=6[F:38])[N:28]=[CH:29][N:30]=5)[S:19][C:18]=4[C:17]=3[N:39]=2)[CH2:9]1)=O)(C)(C)C.[H-].[H-].[H-].[H-].[Li+].[Al+3], predict the reaction product. The product is: [F:38][C:32]1[CH:33]=[C:34]([F:37])[CH:35]=[CH:36][C:31]=1[N:27]1[C:26]([C:20]2[S:19][C:18]3[C:17]4[N:39]=[C:13]([NH:12][CH:10]5[CH2:9][N:8]([CH3:6])[CH2:11]5)[CH:14]=[CH:15][C:16]=4[O:25][CH2:24][CH2:23][C:22]=3[CH:21]=2)=[N:30][CH:29]=[N:28]1. (5) The product is: [ClH:1].[ClH:1].[NH2:12][C:9]1[NH:8][C:7](=[CH:6][CH2:5][CH2:4][NH2:3])[C:11](=[O:17])[N:10]=1. Given the reactants [ClH:1].Cl.[NH2:3][CH2:4][CH2:5][CH2:6][C:7]1[N:8]=[C:9]([NH2:12])[NH:10][CH:11]=1.BrBr.C([O:17]CC)C, predict the reaction product. (6) Given the reactants [NH2:1][C:2]1[CH:3]=[C:4]([C:8]2[CH:16]=[C:15]3[C:11]([C:12]([C:17]([O:19][CH2:20][CH3:21])=[O:18])=[N:13][NH:14]3)=[CH:10][CH:9]=2)[CH:5]=[CH:6][CH:7]=1.[F:22][C:23]([F:35])([F:34])[C:24]1[CH:25]=[C:26]([S:30](Cl)(=[O:32])=[O:31])[CH:27]=[CH:28][CH:29]=1, predict the reaction product. The product is: [F:35][C:23]([F:22])([F:34])[C:24]1[CH:25]=[C:26]([S:30]([NH:1][C:2]2[CH:3]=[C:4]([C:8]3[CH:16]=[C:15]4[C:11]([C:12]([C:17]([O:19][CH2:20][CH3:21])=[O:18])=[N:13][NH:14]4)=[CH:10][CH:9]=3)[CH:5]=[CH:6][CH:7]=2)(=[O:31])=[O:32])[CH:27]=[CH:28][CH:29]=1. (7) Given the reactants [NH2:1][C:2]1[CH:7]=[CH:6][C:5]([CH3:8])=[CH:4][C:3]=1[OH:9].Br[CH2:11][C:12]([C:14]1[CH:19]=[CH:18][C:17]([NH:20][C:21](=[O:23])[CH3:22])=[CH:16][CH:15]=1)=O, predict the reaction product. The product is: [CH3:8][C:5]1[CH:6]=[CH:7][C:2]2[N:1]=[C:12]([C:14]3[CH:19]=[CH:18][C:17]([NH:20][C:21](=[O:23])[CH3:22])=[CH:16][CH:15]=3)[CH2:11][O:9][C:3]=2[CH:4]=1. (8) Given the reactants [Br:1][C:2]1[CH:3]=[C:4]([OH:8])[CH:5]=[CH:6][CH:7]=1.[C:9]([Si:13](Cl)([CH3:15])[CH3:14])([CH3:12])([CH3:11])[CH3:10].N1C=CN=C1.O, predict the reaction product. The product is: [Br:1][C:2]1[CH:3]=[C:4]([CH:5]=[CH:6][CH:7]=1)[O:8][Si:13]([C:9]([CH3:12])([CH3:11])[CH3:10])([CH3:15])[CH3:14]. (9) Given the reactants [CH2:1]=[C:2]([C:4]1[CH:5]=[C:6]([C:10]([NH:13][C:14]([N:16]2[CH:22]3[CH2:23][CH2:24][N:19]([CH2:20][CH2:21]3)[CH2:18][CH2:17]2)=[O:15])([CH3:12])[CH3:11])[CH:7]=[CH:8][CH:9]=1)[CH3:3], predict the reaction product. The product is: [CH3:3][CH:2]([C:4]1[CH:5]=[C:6]([C:10]([NH:13][C:14]([N:16]2[CH:22]3[CH2:21][CH2:20][N:19]([CH2:24][CH2:23]3)[CH2:18][CH2:17]2)=[O:15])([CH3:12])[CH3:11])[CH:7]=[CH:8][CH:9]=1)[CH3:1]. (10) Given the reactants Br[C:2]1[CH:10]=[CH:9][CH:8]=[C:7]2[C:3]=1[C:4]1([C:20]3=[CH:21][C:22]4[O:26][CH2:25][O:24][C:23]=4[CH:27]=[C:19]3[O:18][CH2:17]1)[C:5](=[O:16])[N:6]2[CH2:11][CH2:12][CH2:13][CH2:14][CH3:15].C(P(C(C)(C)C)C1C=CC=CC=1C1C=CC=CC=1)(C)(C)C.C([Sn]([C:62]#[N:63])(CCCC)CCCC)CCC.[C-]#N.[K+], predict the reaction product. The product is: [O:16]=[C:5]1[C:4]2([C:20]3=[CH:21][C:22]4[O:26][CH2:25][O:24][C:23]=4[CH:27]=[C:19]3[O:18][CH2:17]2)[C:3]2[C:2]([C:62]#[N:63])=[CH:10][CH:9]=[CH:8][C:7]=2[N:6]1[CH2:11][CH2:12][CH2:13][CH2:14][CH3:15].